From a dataset of Reaction yield outcomes from USPTO patents with 853,638 reactions. Predict the reaction yield, written as a fraction of the theoretical maximum amount of product (1.0 means a 100% yield; for example, 0.34 means a 34% yield). (1) The reactants are [CH3:1][O:2][C:3]1[C:18]2[CH2:17][NH:16][C:15](=[O:19])[C:14]3[CH:20]=[CH:21][CH:22]=[C:23]([N+:24]([O-])=O)[C:13]=3[CH2:12][CH:11]=[CH:10][CH2:9][CH2:8][C:7]=2[CH:6]=[C:5]([CH3:27])[N:4]=1.CC(O)=O. The catalyst is CCO.[Zn]. The product is [NH2:24][C:23]1[C:13]2[CH2:12][CH:11]=[CH:10][CH2:9][CH2:8][C:7]3[CH:6]=[C:5]([CH3:27])[N:4]=[C:3]([O:2][CH3:1])[C:18]=3[CH2:17][NH:16][C:15](=[O:19])[C:14]=2[CH:20]=[CH:21][CH:22]=1. The yield is 0.980. (2) The reactants are [CH3:5][Si:4]([CH3:7])([CH3:6])[N-][Si:4]([CH3:7])([CH3:6])[CH3:5].[Li+].[OH:11][C:12]1[C:17]([CH2:18][CH2:19][CH3:20])=[C:16]([O:21][CH2:22][C:23]2[CH:28]=[CH:27][C:26]([I:29])=[CH:25][CH:24]=2)[CH:15]=[CH:14][C:13]=1[C:30](=[O:32])[CH3:31].[CH3:33][Si:34](Cl)([CH3:36])[CH3:35].C(=O)(O)[O-].[Na+]. The catalyst is O1CCCC1. The product is [I:29][C:26]1[CH:25]=[CH:24][C:23]([CH2:22][O:21][C:16]2[CH:15]=[CH:14][C:13]([C:30]([O:32][Si:34]([CH3:36])([CH3:35])[CH3:33])=[CH2:31])=[C:12]([O:11][Si:4]([CH3:5])([CH3:6])[CH3:7])[C:17]=2[CH2:18][CH2:19][CH3:20])=[CH:28][CH:27]=1. The yield is 0.990. (3) The reactants are O=C1N(C2CCNCC2)CC2C(=CC=CC=2)N1.Cl[C:19]1[C:27]2[NH:26][N:25]=[CH:24][C:23]=2[C:22]2[CH2:28][N:29]([CH2:54][C:55]([CH3:58])([CH3:57])[CH3:56])[C:30](=[O:53])[C@@H:31]([CH2:33][C:34](=[O:52])[N:35]3[CH2:40][CH2:39][CH:38]([N:41]4[CH2:50][C:49]5[C:44](=[CH:45][CH:46]=[CH:47][CH:48]=5)[NH:43][C:42]4=[O:51])[CH2:37][CH2:36]3)[CH2:32][C:21]=2[CH:20]=1. No catalyst specified. The product is [CH3:56][C:55]([CH3:58])([CH3:57])[CH2:54][N:29]1[CH2:28][C:22]2[C:23]3[CH:24]=[N:25][NH:26][C:27]=3[CH:19]=[CH:20][C:21]=2[CH2:32][C@H:31]([CH2:33][C:34](=[O:52])[N:35]2[CH2:36][CH2:37][CH:38]([N:41]3[CH2:50][C:49]4[C:44](=[CH:45][CH:46]=[CH:47][CH:48]=4)[NH:43][C:42]3=[O:51])[CH2:39][CH2:40]2)[C:30]1=[O:53]. The yield is 0.320. (4) The reactants are [NH2:1][C@@H:2]([CH2:12][S:13][C:14]1[CH:19]=[CH:18][CH:17]=[CH:16][CH:15]=1)[CH2:3][C:4]([N:6]1[CH2:11][CH2:10][O:9][CH2:8][CH2:7]1)=[O:5].CCN(C(C)C)C(C)C.F[C:30]1[CH:35]=[CH:34][C:33]([S:36]([NH2:39])(=[O:38])=[O:37])=[CH:32][C:31]=1[N+:40]([O-:42])=[O:41]. The catalyst is CN(C=O)C.CCOC(C)=O. The product is [O:9]1[CH2:10][CH2:11][N:6]([C:4](=[O:5])[CH2:3][C@@H:2]([NH:1][C:30]2[CH:35]=[CH:34][C:33]([S:36]([NH2:39])(=[O:38])=[O:37])=[CH:32][C:31]=2[N+:40]([O-:42])=[O:41])[CH2:12][S:13][C:14]2[CH:19]=[CH:18][CH:17]=[CH:16][CH:15]=2)[CH2:7][CH2:8]1. The yield is 0.830. (5) The reactants are [CH3:1][C:2]1[N:3]=[CH:4][NH:5][CH:6]=1.[CH2:7]([O:9][C:10]1[CH:11]=[C:12]([CH:15]=[CH:16][C:17]=1F)[CH:13]=[O:14])[CH3:8]. The catalyst is CN(C=O)C. The product is [CH2:7]([O:9][C:10]1[CH:11]=[C:12]([CH:15]=[CH:16][C:17]=1[N:5]1[CH:6]=[C:2]([CH3:1])[N:3]=[CH:4]1)[CH:13]=[O:14])[CH3:8]. The yield is 0.180.